From a dataset of Full USPTO retrosynthesis dataset with 1.9M reactions from patents (1976-2016). Predict the reactants needed to synthesize the given product. The reactants are: [CH3:1][O:2][C:3]1[CH:8]=[C:7]([O:9][CH3:10])[CH:6]=[CH:5][C:4]=1[CH:11]([C:13]1[CH:18]=[CH:17][C:16]([O:19][CH2:20][CH2:21][OH:22])=[CH:15][CH:14]=1)[OH:12].[C:23](O[C:23](=[O:27])[C:24]([CH3:26])=[CH2:25])(=[O:27])[C:24]([CH3:26])=[CH2:25].C(N(CC)CC)C.O. Given the product [CH3:1][O:2][C:3]1[CH:8]=[C:7]([O:9][CH3:10])[CH:6]=[CH:5][C:4]=1[CH:11]([C:13]1[CH:18]=[CH:17][C:16]([O:19][CH2:20][CH2:21][O:22][C:23](=[O:27])[C:24]([CH3:26])=[CH2:25])=[CH:15][CH:14]=1)[OH:12], predict the reactants needed to synthesize it.